Predict which catalyst facilitates the given reaction. From a dataset of Catalyst prediction with 721,799 reactions and 888 catalyst types from USPTO. (1) Reactant: C[O:2][C:3]([C:5]1[C:6](=[O:19])[NH:7][N:8]=[C:9]([C:11]2[CH:16]=[CH:15][C:14]([S:17][CH3:18])=[CH:13][CH:12]=2)[CH:10]=1)=[O:4].C(=O)([O-])[O-].[K+].[K+].[CH2:26](Br)[CH:27]([CH3:29])[CH3:28].C(=O)([O-])O.[Na+]. Product: [C:3]([C:5]1[C:6](=[O:19])[N:7]([CH2:26][CH:27]([CH3:29])[CH3:28])[N:8]=[C:9]([C:11]2[CH:16]=[CH:15][C:14]([S:17][CH3:18])=[CH:13][CH:12]=2)[CH:10]=1)([OH:2])=[O:4]. The catalyst class is: 9. (2) Reactant: [NH2:1][C:2]1[CH:3]=[C:4]2[C:8](=[CH:9][CH:10]=1)[CH2:7][N:6]([C:11]([C:13]1[CH:18]=[C:17]([CH:19]([CH3:21])[CH3:20])[C:16]([OH:22])=[CH:15][C:14]=1[OH:23])=[O:12])[CH2:5]2.[CH3:24][N:25]1[C:33]([CH2:34][CH2:35][CH2:36][C:37](O)=[O:38])=[N:32][C:31]2[CH:30]=[C:29]([N:40]([CH2:44][CH2:45][Cl:46])[CH2:41][CH2:42][Cl:43])[CH:28]=[CH:27][C:26]1=2.CN(C(ON1N=NC2C=CC=NC1=2)=[N+](C)C)C.F[P-](F)(F)(F)(F)F. Product: [Cl:43][CH2:42][CH2:41][N:40]([CH2:44][CH2:45][Cl:46])[C:29]1[CH:28]=[CH:27][C:26]2[N:25]([CH3:24])[C:33]([CH2:34][CH2:35][CH2:36][C:37]([NH:1][C:2]3[CH:3]=[C:4]4[C:8](=[CH:9][CH:10]=3)[CH2:7][N:6]([C:11](=[O:12])[C:13]3[CH:18]=[C:17]([CH:19]([CH3:21])[CH3:20])[C:16]([OH:22])=[CH:15][C:14]=3[OH:23])[CH2:5]4)=[O:38])=[N:32][C:31]=2[CH:30]=1. The catalyst class is: 18.